Regression. Given a peptide amino acid sequence and an MHC pseudo amino acid sequence, predict their binding affinity value. This is MHC class I binding data. From a dataset of Peptide-MHC class I binding affinity with 185,985 pairs from IEDB/IMGT. (1) The peptide sequence is VVFEDGLPR. The MHC is HLA-B48:01 with pseudo-sequence HLA-B48:01. The binding affinity (normalized) is 0.0847. (2) The peptide sequence is AALFMYYAKR. The MHC is HLA-A03:01 with pseudo-sequence HLA-A03:01. The binding affinity (normalized) is 0.469.